From a dataset of Catalyst prediction with 721,799 reactions and 888 catalyst types from USPTO. Predict which catalyst facilitates the given reaction. (1) Reactant: [Br:1][C:2]1[CH:7]=[CH:6][C:5]([CH2:8][C:9]([OH:11])=O)=[CH:4][CH:3]=1.C1C=CC2N(O)N=NC=2C=1.CCN=C=NCCCN(C)C.[NH2:33][C:34]1[CH:38]=[C:37]([C:39]([CH3:42])([CH3:41])[CH3:40])[O:36][N:35]=1. Product: [Br:1][C:2]1[CH:3]=[CH:4][C:5]([CH2:8][C:9]([NH:33][C:34]2[CH:38]=[C:37]([C:39]([CH3:42])([CH3:41])[CH3:40])[O:36][N:35]=2)=[O:11])=[CH:6][CH:7]=1. The catalyst class is: 2. (2) Reactant: C[O:2][C:3](=[O:29])[C:4]1[CH:9]=[CH:8][C:7]([CH2:10][N:11]2[C:19]3[C:14](=[CH:15][C:16]([C:20]#[N:21])=[CH:17][CH:18]=3)[C:13]([CH3:22])=[C:12]2[C:23]2[CH:24]=[N:25][CH:26]=[CH:27][CH:28]=2)=[CH:6][CH:5]=1.[OH-].[Li+]. Product: [C:20]([C:16]1[CH:15]=[C:14]2[C:19](=[CH:18][CH:17]=1)[N:11]([CH2:10][C:7]1[CH:6]=[CH:5][C:4]([C:3]([OH:29])=[O:2])=[CH:9][CH:8]=1)[C:12]([C:23]1[CH:24]=[N:25][CH:26]=[CH:27][CH:28]=1)=[C:13]2[CH3:22])#[N:21]. The catalyst class is: 92. (3) Reactant: [F:1][C:2]1[C:7]([O:8][C:9]2[CH:14]=[CH:13][CH:12]=[CH:11][CH:10]=2)=[C:6]([F:15])[CH:5]=[CH:4][C:3]=1[CH:16]([NH2:19])[CH2:17][CH3:18].Br[C:21]1[CH:29]=[CH:28][CH:27]=[C:26]2[C:22]=1[CH2:23][N:24]([C:30]([O:32][C:33]([CH3:36])([CH3:35])[CH3:34])=[O:31])[CH2:25]2.CC(C)([O-])C.[Na+]. Product: [C:33]([O:32][C:30]([N:24]1[CH2:25][C:26]2[C:22](=[CH:21][CH:29]=[CH:28][C:27]=2[NH:19][C@H:16]([C:3]2[CH:4]=[CH:5][C:6]([F:15])=[C:7]([O:8][C:9]3[CH:14]=[CH:13][CH:12]=[CH:11][CH:10]=3)[C:2]=2[F:1])[CH2:17][CH3:18])[CH2:23]1)=[O:31])([CH3:36])([CH3:34])[CH3:35]. The catalyst class is: 12. (4) Reactant: [Br:1][C:2]1[CH:7]=[C:6]([C:8]([F:17])([C:13]([F:16])([F:15])[F:14])[C:9]([F:12])([F:11])[F:10])[CH:5]=[C:4]([Br:18])[C:3]=1[NH:19][C:20]([C:22]1[C:23]([O:38][CH3:39])=[C:24]([N:28]([CH3:37])[C:29]([C:31]2[CH:36]=[CH:35][N:34]=[CH:33][CH:32]=2)=[O:30])[CH:25]=[CH:26][CH:27]=1)=[O:21].[H-].[Na+].I[CH3:43].O. Product: [Br:1][C:2]1[CH:7]=[C:6]([C:8]([F:17])([C:9]([F:10])([F:11])[F:12])[C:13]([F:14])([F:15])[F:16])[CH:5]=[C:4]([Br:18])[C:3]=1[N:19]([CH3:43])[C:20]([C:22]1[C:23]([O:38][CH3:39])=[C:24]([N:28]([CH3:37])[C:29]([C:31]2[CH:32]=[CH:33][N:34]=[CH:35][CH:36]=2)=[O:30])[CH:25]=[CH:26][CH:27]=1)=[O:21]. The catalyst class is: 9. (5) The catalyst class is: 8. Product: [N:9]1[CH:10]=[CH:11][C:6]([C:4]2[N:12]=[C:13]([NH2:15])[S:14][CH:3]=2)=[CH:7][CH:8]=1.[OH-:5].[NH4+:9]. Reactant: Br.Br[CH2:3][C:4]([C:6]1[CH:11]=[CH:10][N:9]=[CH:8][CH:7]=1)=[O:5].[NH2:12][C:13]([NH2:15])=[S:14]. (6) Reactant: [CH:1]([C:3]1[CH:4]=[C:5]([C:9]([OH:20])([C:14]2[CH:19]=[CH:18][CH:17]=[CH:16][CH:15]=2)[C:10]([O:12][CH3:13])=[O:11])[CH:6]=[CH:7][CH:8]=1)=[O:2].CC(=CC)C.[O-:26]Cl=O.[Na+]. Product: [OH:20][C:9]([C:5]1[CH:4]=[C:3]([CH:8]=[CH:7][CH:6]=1)[C:1]([OH:26])=[O:2])([C:14]1[CH:15]=[CH:16][CH:17]=[CH:18][CH:19]=1)[C:10]([O:12][CH3:13])=[O:11]. The catalyst class is: 664.